This data is from Reaction yield outcomes from USPTO patents with 853,638 reactions. The task is: Predict the reaction yield, written as a fraction of the theoretical maximum amount of product (1.0 means a 100% yield; for example, 0.34 means a 34% yield). (1) The yield is 0.600. The catalyst is O1CCCC1.C(O)C. The reactants are [Cl:1][C:2]1[CH:7]=[C:6]([F:8])[CH:5]=[CH:4][C:3]=1[SH:9].[H-].[Na+].[H][H].[Br:14][CH2:15][CH2:16][CH2:17]Br. The product is [Cl:1][C:2]1[CH:7]=[C:6]([F:8])[CH:5]=[CH:4][C:3]=1[S:9][CH2:17][CH2:16][CH2:15][Br:14]. (2) The reactants are [Cl:1][C:2]1[N:7]=[C:6]([C:8]2[S:12][C:11]([CH:13]([CH3:15])[CH3:14])=[N:10][C:9]=2[C:16]2[CH:17]=[C:18]([NH:22][S:23]([C:26]3[C:31](F)=[CH:30][CH:29]=C[C:27]=3F)(=[O:25])=[O:24])[CH:19]=[CH:20][CH:21]=2)[CH:5]=[CH:4][N:3]=1.ClC1N=C(C2SC(C(C)C)=NC=2C2C=C(C=CC=2)N)C=C[N:36]=1.N1C=CC=C(S(Cl)(=O)=O)C=1. No catalyst specified. The product is [Cl:1][C:2]1[N:7]=[C:6]([C:8]2[S:12][C:11]([CH:13]([CH3:14])[CH3:15])=[N:10][C:9]=2[C:16]2[CH:17]=[C:18]([NH:22][S:23]([C:26]3[CH:27]=[N:36][CH:29]=[CH:30][CH:31]=3)(=[O:25])=[O:24])[CH:19]=[CH:20][CH:21]=2)[CH:5]=[CH:4][N:3]=1. The yield is 0.720. (3) The reactants are [C:1]([C:5]1[CH:26]=[CH:25][C:8]([CH:9]=[N:10][O:11][CH2:12][CH2:13][O:14][C:15]2[CH:23]=[CH:22][C:18]([C:19]([OH:21])=[O:20])=[C:17]([OH:24])[CH:16]=2)=[CH:7][CH:6]=1)([CH3:4])([CH3:3])[CH3:2].C1C=CC=CC=1.[C:33](OC(O[C:33]([CH3:36])([CH3:35])[CH3:34])N(C)C)([CH3:36])([CH3:35])[CH3:34]. The catalyst is [Cl-].[Na+].O. The product is [C:33]([O:20][C:19](=[O:21])[C:18]1[CH:22]=[CH:23][C:15]([O:14][CH2:13][CH2:12][O:11][N:10]=[CH:9][C:8]2[CH:7]=[CH:6][C:5]([C:1]([CH3:4])([CH3:2])[CH3:3])=[CH:26][CH:25]=2)=[CH:16][C:17]=1[OH:24])([CH3:36])([CH3:35])[CH3:34]. The yield is 0.860. (4) The reactants are [Mg].[C:2]([C:6]1[CH:7]=[C:8](Br)[CH:9]=[CH:10][CH:11]=1)([CH3:5])([CH3:4])[CH3:3].II.[B:15](OC)([O:18]C)[O:16]C. The catalyst is C1COCC1. The product is [C:2]([C:6]1[CH:7]=[C:8]([B:15]([OH:18])[OH:16])[CH:9]=[CH:10][CH:11]=1)([CH3:5])([CH3:4])[CH3:3]. The yield is 0.460. (5) The reactants are [Br:1][C:2]1[CH:6]=[N:5][N:4]([CH3:7])[C:3]=1[C:8]1[CH:9]=[C:10]([NH2:16])[CH:11]=[CH:12][C:13]=1[O:14][CH3:15].[CH:17]1[C:26]2[C:21](=[CH:22][CH:23]=[CH:24][CH:25]=2)[CH:20]=[CH:19][C:18]=1[N:27]=[C:28]=[O:29]. The catalyst is C(Cl)Cl. The product is [Br:1][C:2]1[CH:6]=[N:5][N:4]([CH3:7])[C:3]=1[C:8]1[CH:9]=[C:10]([NH:16][C:28]([NH:27][C:18]2[CH:19]=[CH:20][C:21]3[C:26](=[CH:25][CH:24]=[CH:23][CH:22]=3)[CH:17]=2)=[O:29])[CH:11]=[CH:12][C:13]=1[O:14][CH3:15]. The yield is 0.700. (6) The reactants are [F:1][C:2]1[CH:11]=[CH:10][C:9]([O:12][CH2:13][CH2:14][CH3:15])=[C:8]2[C:3]=1[C:4](=[O:41])[C:5]([C:28]1[CH:40]=[CH:39][C:31]([O:32][CH2:33][C:34]([O:36]CC)=O)=[CH:30][CH:29]=1)=[CH:6][N:7]2[CH2:16][C:17](=[O:27])[NH:18][CH2:19][CH2:20][N:21]1[CH2:26][CH2:25][O:24][CH2:23][CH2:22]1.[NH3:42].CO. No catalyst specified. The product is [F:1][C:2]1[CH:11]=[CH:10][C:9]([O:12][CH2:13][CH2:14][CH3:15])=[C:8]2[C:3]=1[C:4](=[O:41])[C:5]([C:28]1[CH:29]=[CH:30][C:31]([O:32][CH2:33][C:34]([NH2:42])=[O:36])=[CH:39][CH:40]=1)=[CH:6][N:7]2[CH2:16][C:17](=[O:27])[NH:18][CH2:19][CH2:20][N:21]1[CH2:26][CH2:25][O:24][CH2:23][CH2:22]1. The yield is 0.350. (7) The reactants are Cl.[Cl:2][C:3]1[CH:12]=[C:11]2[C:6]([C:7]([NH:13][C:14]3[CH:15]=[CH:16][C:17]([N:22]4[CH2:27][CH2:26][O:25][CH2:24][CH2:23]4)=[C:18]([CH2:20]O)[CH:19]=3)=[CH:8][CH:9]=[N:10]2)=[CH:5][CH:4]=1.S(Cl)(Cl)=O.[CH3:32][N:33]([CH3:38])[CH2:34][CH2:35][NH:36][CH3:37]. The catalyst is CN1C(=O)CCC1.C(Cl)Cl. The product is [Cl:2][C:3]1[CH:12]=[C:11]2[C:6]([C:7]([NH:13][C:14]3[CH:15]=[CH:16][C:17]([N:22]4[CH2:27][CH2:26][O:25][CH2:24][CH2:23]4)=[C:18]([CH2:20][N:36]([CH2:35][CH2:34][N:33]([CH3:38])[CH3:32])[CH3:37])[CH:19]=3)=[CH:8][CH:9]=[N:10]2)=[CH:5][CH:4]=1. The yield is 0.850.